Dataset: Full USPTO retrosynthesis dataset with 1.9M reactions from patents (1976-2016). Task: Predict the reactants needed to synthesize the given product. Given the product [CH3:21][O:20][C:17]1[CH:18]=[C:19]2[C:14]([N:13]=[CH:12][C:11](=[O:22])[N:10]2[CH2:9][CH2:8][N:5]2[CH2:4][CH2:3][CH:2]([NH:1][CH2:33][C:24]3[CH:25]=[CH:26][C:27]4[C:32](=[CH:31][CH:30]=[CH:29][CH:28]=4)[CH:23]=3)[CH2:7][CH2:6]2)=[CH:15][CH:16]=1, predict the reactants needed to synthesize it. The reactants are: [NH2:1][CH:2]1[CH2:7][CH2:6][N:5]([CH2:8][CH2:9][N:10]2[C:19]3[C:14](=[CH:15][CH:16]=[C:17]([O:20][CH3:21])[CH:18]=3)[N:13]=[CH:12][C:11]2=[O:22])[CH2:4][CH2:3]1.[CH:23]1[C:32]2[C:27](=[CH:28][CH:29]=[CH:30][CH:31]=2)[CH:26]=[CH:25][C:24]=1[CH:33]=O.C(O[BH-](OC(=O)C)OC(=O)C)(=O)C.[Na+].C(=O)([O-])O.[Na+].